Dataset: Full USPTO retrosynthesis dataset with 1.9M reactions from patents (1976-2016). Task: Predict the reactants needed to synthesize the given product. (1) The reactants are: [CH2:1]([O:17][C:18](=[O:22])[C:19]([CH3:21])=[CH2:20])[CH2:2][CH2:3][CH2:4][CH2:5][CH2:6][CH2:7][CH2:8][CH2:9][CH2:10][CH2:11][CH2:12][CH2:13][CH2:14][CH2:15][CH3:16].[CH2:23]([O:41][C:42](=[O:46])[C:43]([CH3:45])=[CH2:44])[CH2:24][CH2:25][CH2:26][CH2:27][CH2:28][CH2:29][CH2:30][CH2:31][CH2:32][CH2:33][CH2:34][CH2:35][CH2:36][CH2:37][CH2:38][CH2:39][CH3:40].SCCO. Given the product [CH2:1]([O:17][C:18](=[O:22])[C:19]([CH3:21])=[CH2:20])[CH2:2][CH2:3][CH2:4][CH2:5][CH2:6][CH2:7][CH2:8][CH2:9][CH2:10][CH2:11][CH2:12][CH2:13][CH2:14][CH2:15][CH3:16].[CH2:23]([O:41][C:42](=[O:46])[C:43]([CH3:45])=[CH2:44])[CH2:24][CH2:25][CH2:26][CH2:27][CH2:28][CH2:29][CH2:30][CH2:31][CH2:32][CH2:33][CH2:34][CH2:35][CH2:36][CH2:37][CH2:38][CH2:39][CH3:40], predict the reactants needed to synthesize it. (2) Given the product [CH:5](/[C:4]1[CH:3]=[C:2]([SH:1])[CH:9]=[CH:8][CH:7]=1)=[CH:14]\[CH:15]=[CH:10]\[CH:11]=[CH:12]\[CH3:13], predict the reactants needed to synthesize it. The reactants are: [SH:1][C:2]1[CH:3]=[C:4]([CH:7]=[CH:8][CH:9]=1)[CH:5]=O.[C:10]1(P([C:10]2[CH:15]=[CH:14][CH:13]=[CH:12][CH:11]=2)[C:10]2[CH:15]=[CH:14][CH:13]=[CH:12][CH:11]=2)[CH:15]=[CH:14][CH:13]=[CH:12][CH:11]=1.C([Li])CCC. (3) Given the product [Cl:9][CH2:10][C:11]([OH:13])=[O:12].[C:1]1(=[O:8])[NH:7][CH2:6][CH2:5][CH2:4][CH2:3][CH2:2]1, predict the reactants needed to synthesize it. The reactants are: [C:1]1(=[O:8])[NH:7][CH2:6][CH2:5][CH2:4][CH2:3][CH2:2]1.[Cl:9][CH2:10][C:11]([OH:13])=[O:12].